Dataset: Full USPTO retrosynthesis dataset with 1.9M reactions from patents (1976-2016). Task: Predict the reactants needed to synthesize the given product. Given the product [CH3:11][CH:12]([CH3:22])[CH2:13][C:14]([C:16]1[CH:21]=[N:20][CH:19]=[CH:18][N:17]=1)=[O:15], predict the reactants needed to synthesize it. The reactants are: C(Cl)(=O)C(Cl)=O.CS(C)=O.[CH3:11][CH:12]([CH3:22])[CH2:13][CH:14]([C:16]1[CH:21]=[N:20][CH:19]=[CH:18][N:17]=1)[OH:15].C(N(CC)CC)C.